This data is from Peptide-MHC class I binding affinity with 185,985 pairs from IEDB/IMGT. The task is: Regression. Given a peptide amino acid sequence and an MHC pseudo amino acid sequence, predict their binding affinity value. This is MHC class I binding data. (1) The peptide sequence is CTDKFSQLF. The MHC is HLA-A03:01 with pseudo-sequence HLA-A03:01. The binding affinity (normalized) is 0.0847. (2) The peptide sequence is RAIEAQQHL. The binding affinity (normalized) is 0.127. The MHC is HLA-A02:03 with pseudo-sequence HLA-A02:03. (3) The peptide sequence is RRNRKALWL. The MHC is HLA-A30:01 with pseudo-sequence HLA-A30:01. The binding affinity (normalized) is 0.0847. (4) The peptide sequence is YQHLHTAPK. The MHC is HLA-A02:01 with pseudo-sequence HLA-A02:01. The binding affinity (normalized) is 0.0847. (5) The peptide sequence is AVMLVHTYY. The MHC is HLA-B40:01 with pseudo-sequence HLA-B40:01. The binding affinity (normalized) is 0.0847. (6) The peptide sequence is HYYVSRDTLL. The MHC is H-2-Kd with pseudo-sequence H-2-Kd. The binding affinity (normalized) is 0.527. (7) The peptide sequence is EVDSFSLGL. The MHC is HLA-A01:01 with pseudo-sequence HLA-A01:01. The binding affinity (normalized) is 0.144.